Dataset: Retrosynthesis with 50K atom-mapped reactions and 10 reaction types from USPTO. Task: Predict the reactants needed to synthesize the given product. (1) The reactants are: CC(C)NCc1c(Cl)ccc2c1C1(CCN(Cc3ccccc3)CC1)CN2c1ncnc2c1[C@H](C)C[C@H]2OC(=O)c1ccc([N+](=O)[O-])cc1. Given the product CC(C)NCc1c(Cl)ccc2c1C1(CCNCC1)CN2c1ncnc2c1[C@H](C)C[C@H]2OC(=O)c1ccc([N+](=O)[O-])cc1, predict the reactants needed to synthesize it. (2) Given the product CON(C)C(=O)c1cncc(N=C(c2ccccc2)c2ccccc2)c1, predict the reactants needed to synthesize it. The reactants are: CON(C)C(=O)c1cncc(Br)c1.N=C(c1ccccc1)c1ccccc1. (3) Given the product C#Cc1ccc(CC)cc1, predict the reactants needed to synthesize it. The reactants are: CCc1ccc(C=C(Br)Br)cc1. (4) Given the product CCC(=O)c1cc(NC(=O)Nc2ccc(OC)cc2)ccc1OCc1ccc(C(C)C)cc1, predict the reactants needed to synthesize it. The reactants are: CCC(=O)c1cc(N)ccc1OCc1ccc(C(C)C)cc1.COc1ccc(N=C=O)cc1. (5) Given the product COc1ccc(C(=O)Nc2ccc(-c3ccc4c(c3)C(=O)N([C@H](C(=O)O)C(C)C)C4)cc2)cc1OC, predict the reactants needed to synthesize it. The reactants are: COC(=O)[C@H](C(C)C)N1Cc2ccc(-c3ccc(NC(=O)c4ccc(OC)c(OC)c4)cc3)cc2C1=O.